Dataset: Reaction yield outcomes from USPTO patents with 853,638 reactions. Task: Predict the reaction yield, written as a fraction of the theoretical maximum amount of product (1.0 means a 100% yield; for example, 0.34 means a 34% yield). (1) The reactants are [NH2:1][CH:2]1[CH2:7][CH2:6][N:5]([C:8]([O:10][C:11]([CH3:14])([CH3:13])[CH3:12])=[O:9])[CH2:4][CH2:3]1.[F:15][C:16]([F:41])([F:40])[C:17]1[CH:22]=[CH:21][C:20]([N:23]2[CH2:28][CH2:27][CH:26]([O:29][C:30]3[CH:31]=[C:32]4[C:36](=[CH:37][CH:38]=3)[C:35](=O)[CH2:34][CH2:33]4)[CH2:25][CH2:24]2)=[CH:19][CH:18]=1.[BH4-].[Na+]. The catalyst is CC(C)[O-].[Ti+4].CC(C)[O-].CC(C)[O-].CC(C)[O-].CO. The product is [F:41][C:16]([F:15])([F:40])[C:17]1[CH:18]=[CH:19][C:20]([N:23]2[CH2:24][CH2:25][CH:26]([O:29][C:30]3[CH:31]=[C:32]4[C:36](=[CH:37][CH:38]=3)[CH:35]([NH:1][CH:2]3[CH2:3][CH2:4][N:5]([C:8]([O:10][C:11]([CH3:14])([CH3:13])[CH3:12])=[O:9])[CH2:6][CH2:7]3)[CH2:34][CH2:33]4)[CH2:27][CH2:28]2)=[CH:21][CH:22]=1. The yield is 0.650. (2) The reactants are [CH3:1][C:2]([CH3:18])([CH3:17])[CH2:3][CH2:4][CH:5]1[CH2:10][CH:9]([CH2:11][OH:12])[CH2:8][CH2:7][N:6]1[C:13]([O:15][CH3:16])=[O:14].[Na].[OH2:20]. The catalyst is C(Cl)(Cl)(Cl)Cl.C(#N)C.C(Cl)Cl.[Ru](Cl)(Cl)Cl. The product is [CH3:1][C:2]([CH3:18])([CH3:17])[CH2:3][CH2:4][CH:5]1[CH2:10][CH:9]([C:11]([OH:20])=[O:12])[CH2:8][CH2:7][N:6]1[C:13]([O:15][CH3:16])=[O:14]. The yield is 0.940. (3) The reactants are [N:1]1([C:9]([O:11][C:12]([CH3:15])([CH3:14])[CH3:13])=[O:10])[CH2:5][CH2:4][C@H:3]2[CH2:6][NH:7][CH2:8][C@@H:2]12.Br[C:17]1[CH:18]=[N:19][CH:20]=[CH:21][CH:22]=1.CC(C)([O-])C.[Na+].C(OCC)C. The catalyst is C1(C)C=CC=CC=1.C1C=CC(/C=C/C(/C=C/C2C=CC=CC=2)=O)=CC=1.C1C=CC(/C=C/C(/C=C/C2C=CC=CC=2)=O)=CC=1.C1C=CC(/C=C/C(/C=C/C2C=CC=CC=2)=O)=CC=1.[Pd].[Pd].C1(P(C2C=CC=CC=2)C2C=CC3C(=CC=CC=3)C=2C2C3C(=CC=CC=3)C=CC=2P(C2C=CC=CC=2)C2C=CC=CC=2)C=CC=CC=1. The product is [N:19]1[CH:20]=[CH:21][CH:22]=[C:17]([N:7]2[CH2:6][C@H:3]3[C@H:2]([N:1]([C:9]([O:11][C:12]([CH3:15])([CH3:14])[CH3:13])=[O:10])[CH2:5][CH2:4]3)[CH2:8]2)[CH:18]=1. The yield is 0.910.